This data is from Forward reaction prediction with 1.9M reactions from USPTO patents (1976-2016). The task is: Predict the product of the given reaction. (1) Given the reactants [CH3:1][C:2]([N+:13]([O-:15])=[O:14])([CH3:12])[CH2:3][NH:4][CH2:5][C:6]([N+:9]([O-:11])=[O:10])([CH3:8])[CH3:7].C(N(CC)CC)C.[C:23](Cl)(=[O:26])[CH:24]=[CH2:25], predict the reaction product. The product is: [CH3:8][C:6]([N+:9]([O-:11])=[O:10])([CH3:7])[CH2:5][N:4]([CH2:3][C:2]([N+:13]([O-:15])=[O:14])([CH3:1])[CH3:12])[C:23](=[O:26])[CH:24]=[CH2:25]. (2) Given the reactants [N-:1]=[C:2]=[S:3].[K+].[F:5][C:6]1[CH:14]=[CH:13][C:9]([C:10](Cl)=[O:11])=[CH:8][CH:7]=1.[NH2:15][C:16]1[CH:17]=[C:18]([C:22]2[S:26][C:25]([C:27]3[CH:28]=[C:29]4[C:33](=[CH:34][CH:35]=3)[C:32](=[O:36])[N:31]([CH3:37])[CH2:30]4)=[CH:24][CH:23]=2)[CH:19]=[N:20][CH:21]=1, predict the reaction product. The product is: [F:5][C:6]1[CH:14]=[CH:13][C:9]([C:10]([NH:1][C:2](=[S:3])[NH:15][C:16]2[CH:21]=[N:20][CH:19]=[C:18]([C:22]3[S:26][C:25]([C:27]4[CH:28]=[C:29]5[C:33](=[CH:34][CH:35]=4)[C:32](=[O:36])[N:31]([CH3:37])[CH2:30]5)=[CH:24][CH:23]=3)[CH:17]=2)=[O:11])=[CH:8][CH:7]=1. (3) Given the reactants NC1(C)C([OH:8])=CC=CC1.[N+]([C:13]1[CH:14]=[C:15]([CH:22]=[CH:23][C:24]=1[OH:25])[CH2:16][C@@H](C(O)=O)N)([O-])=O.C(N)C1C=CC=CC=1, predict the reaction product. The product is: [CH3:16][C:15]1[CH:14]=[C:13]([OH:8])[C:24](=[CH:23][CH:22]=1)[OH:25]. (4) The product is: [OH:16][CH2:15][CH2:14][O:13][CH2:12][CH2:11][O:1][C:2]1[CH:9]=[CH:8][C:5]([CH:6]=[C:29]2[NH:23][C:24](=[O:25])[NH:26][C:27]2=[O:28])=[CH:4][CH:3]=1. Given the reactants [OH:1][C:2]1[CH:9]=[CH:8][C:5]([CH:6]=O)=[CH:4][CH:3]=1.Cl[CH2:11][CH2:12][O:13][CH2:14][CH2:15][OH:16].C(=O)([O-])[O-].[K+].[K+].[NH:23]1[CH2:29][C:27](=[O:28])[NH:26][C:24]1=[O:25].O.N, predict the reaction product. (5) Given the reactants [C:1]([C:4]1[CH:8]=[C:7]([CH3:9])[N:6]([CH2:10][CH2:11][OH:12])[N:5]=1)(=[O:3])[CH3:2].[C:13](Cl)([Cl:15])=[O:14], predict the reaction product. The product is: [C:1]([C:4]1[CH:8]=[C:7]([CH3:9])[N:6]([CH2:10][CH2:11][O:12][C:13]([Cl:15])=[O:14])[N:5]=1)(=[O:3])[CH3:2]. (6) Given the reactants [CH3:1][C@@:2]([S:30]([CH3:33])(=[O:32])=[O:31])([CH2:13][CH2:14][N:15]1[CH:19]=[C:18]([C:20]2[CH:29]=[N:28][C:27]3[C:22](=[CH:23][CH:24]=[CH:25][CH:26]=3)[N:21]=2)[CH:17]=[N:16]1)[C:3]([NH:5][O:6]C1CCCCO1)=[O:4].Cl, predict the reaction product. The product is: [OH:6][NH:5][C:3](=[O:4])[C@:2]([CH3:1])([S:30]([CH3:33])(=[O:32])=[O:31])[CH2:13][CH2:14][N:15]1[CH:19]=[C:18]([C:20]2[CH:29]=[N:28][C:27]3[C:22](=[CH:23][CH:24]=[CH:25][CH:26]=3)[N:21]=2)[CH:17]=[N:16]1.